This data is from Forward reaction prediction with 1.9M reactions from USPTO patents (1976-2016). The task is: Predict the product of the given reaction. (1) Given the reactants Cl.[Cl:2][C:3]1[CH:8]=[C:7]([CH3:9])[C:6]([S:10]([N:13]2[CH2:18][CH2:17][NH:16][CH2:15][C:14]2=[O:19])(=[O:12])=[O:11])=[C:5]([N+:20]([O-:22])=[O:21])[CH:4]=1.[N:23]1([CH2:32][C:33](O)=[O:34])[CH:31]=[C:29]([CH3:30])[C:27](=[O:28])[NH:26][C:24]1=[O:25], predict the reaction product. The product is: [Cl:2][C:3]1[CH:8]=[C:7]([CH3:9])[C:6]([S:10]([N:13]2[CH2:18][CH2:17][N:16]([C:33](=[O:34])[CH2:32][N:23]3[CH:31]=[C:29]([CH3:30])[C:27](=[O:28])[NH:26][C:24]3=[O:25])[CH2:15][C:14]2=[O:19])(=[O:11])=[O:12])=[C:5]([N+:20]([O-:22])=[O:21])[CH:4]=1. (2) Given the reactants Br[CH2:2][CH2:3][CH2:4][N:5]1[C:13]([S:14][C:15]2[CH:20]=[C:19]([Cl:21])[CH:18]=[C:17]([Cl:22])[CH:16]=2)=[N:12][C:11]2[C:6]1=[N:7][CH:8]=[N:9][C:10]=2[NH2:23].[NH2:24][CH2:25][CH2:26][CH2:27][CH2:28][CH2:29][CH2:30][NH:31][C:32](=[O:38])[O:33][C:34]([CH3:37])([CH3:36])[CH3:35], predict the reaction product. The product is: [C:34]([O:33][C:32](=[O:38])[NH:31][CH2:30][CH2:29][CH2:28][CH2:27][CH2:26][CH2:25][NH:24][CH2:2][CH2:3][CH2:4][N:5]1[C:13]([S:14][C:15]2[CH:20]=[C:19]([Cl:21])[CH:18]=[C:17]([Cl:22])[CH:16]=2)=[N:12][C:11]2[C:6]1=[N:7][CH:8]=[N:9][C:10]=2[NH2:23])([CH3:37])([CH3:35])[CH3:36]. (3) The product is: [Si:31]([O:38][C:39]1[CH:44]=[CH:43][C:42]([S:45][C:2]2[CH:3]=[C:4]3[C:9](=[CH:10][CH:11]=2)[N:8]=[CH:7][C:6]([C:12]([NH2:14])=[O:13])=[C:5]3[NH:22][C:23]2[CH:28]=[CH:27][CH:26]=[C:25]([O:29][CH3:30])[CH:24]=2)=[CH:41][CH:40]=1)([C:34]([CH3:37])([CH3:36])[CH3:35])([CH3:33])[CH3:32]. Given the reactants I[C:2]1[CH:3]=[C:4]2[C:9](=[CH:10][CH:11]=1)[N:8]=[CH:7][C:6]([C:12]([NH:14]C(=O)OC(C)(C)C)=[O:13])=[C:5]2[NH:22][C:23]1[CH:28]=[CH:27][CH:26]=[C:25]([O:29][CH3:30])[CH:24]=1.[Si:31]([O:38][C:39]1[CH:44]=[CH:43][C:42]([SH:45])=[CH:41][CH:40]=1)([C:34]([CH3:37])([CH3:36])[CH3:35])([CH3:33])[CH3:32].O(C1C=CC=CC=1P(C1C=CC=CC=1)C1C=CC=CC=1)C1C=CC=CC=1P(C1C=CC=CC=1)C1C=CC=CC=1.CC(C)([O-])C.[K+], predict the reaction product. (4) Given the reactants [CH2:1]([O:3][C:4]([C:6]1[CH:7]=[N:8][C:9]2[C:14]([C:15]=1Cl)=[CH:13][CH:12]=[CH:11][C:10]=2[N+:17]([O-])=O)=[O:5])[CH3:2].[C:20]1([CH2:26][CH2:27][CH2:28][NH2:29])[CH:25]=[CH:24][CH:23]=[CH:22][CH:21]=1, predict the reaction product. The product is: [CH2:1]([O:3][C:4]([C:6]1[CH:7]=[N:8][C:9]2[C:14]([C:15]=1[NH:29][CH2:28][CH2:27][CH2:26][C:20]1[CH:25]=[CH:24][CH:23]=[CH:22][CH:21]=1)=[CH:13][CH:12]=[CH:11][C:10]=2[NH2:17])=[O:5])[CH3:2]. (5) Given the reactants F[C:2]1[CH:7]=[CH:6][CH:5]=[CH:4][C:3]=1[N+:8]([O-:10])=[O:9].[NH2:11][C@@H:12]([C:21]1[CH:26]=[CH:25][CH:24]=[CH:23][CH:22]=1)[CH2:13][C:14]([O:16][C:17]([CH3:20])([CH3:19])[CH3:18])=[O:15].C(N(CC)CC)C, predict the reaction product. The product is: [N+:8]([C:3]1[CH:4]=[CH:5][CH:6]=[CH:7][C:2]=1[NH:11][C@@H:12]([C:21]1[CH:26]=[CH:25][CH:24]=[CH:23][CH:22]=1)[CH2:13][C:14]([O:16][C:17]([CH3:20])([CH3:18])[CH3:19])=[O:15])([O-:10])=[O:9]. (6) The product is: [CH3:29][C:26]1[S:25][C:24]([NH:23][C:18]([C:17]2[C:11]3[N:10]=[C:9]([C:4]4[CH:5]=[N:6][CH:7]=[CH:8][C:3]=4[C:2]([F:21])([F:22])[F:1])[NH:13][C:12]=3[CH:14]=[CH:15][CH:16]=2)=[O:20])=[N:28][CH:27]=1. Given the reactants [F:1][C:2]([F:22])([F:21])[C:3]1[CH:8]=[CH:7][N:6]=[CH:5][C:4]=1[C:9]1[NH:13][C:12]2[CH:14]=[CH:15][CH:16]=[C:17]([C:18]([OH:20])=O)[C:11]=2[N:10]=1.[NH2:23][C:24]1[S:25][C:26]([CH3:29])=[CH:27][N:28]=1, predict the reaction product.